This data is from Peptide-MHC class II binding affinity with 134,281 pairs from IEDB. The task is: Regression. Given a peptide amino acid sequence and an MHC pseudo amino acid sequence, predict their binding affinity value. This is MHC class II binding data. The peptide sequence is SLMYFHKRDMRLLSL. The MHC is DRB3_0101 with pseudo-sequence DRB3_0101. The binding affinity (normalized) is 0.695.